The task is: Predict the reaction yield, written as a fraction of the theoretical maximum amount of product (1.0 means a 100% yield; for example, 0.34 means a 34% yield).. This data is from Reaction yield outcomes from USPTO patents with 853,638 reactions. (1) The reactants are [NH2:1][C:2]1[C:7]([O:8][CH2:9][CH:10]2[CH2:15][CH2:14][N:13]([C:16]([O:18][C:19]([CH3:22])([CH3:21])[CH3:20])=[O:17])[CH2:12][CH2:11]2)=[CH:6][C:5](Br)=[CH:4][N:3]=1.[B:24]1([B:24]2[O:28][C:27]([CH3:30])([CH3:29])[C:26]([CH3:32])([CH3:31])[O:25]2)[O:28][C:27]([CH3:30])([CH3:29])[C:26]([CH3:32])([CH3:31])[O:25]1.CC([O-])=O.[K+]. The catalyst is CS(C)=O.C1C=CC(P(C2C=CC=CC=2)[C-]2C=CC=C2)=CC=1.C1C=CC(P(C2C=CC=CC=2)[C-]2C=CC=C2)=CC=1.Cl[Pd]Cl.[Fe+2]. The product is [NH2:1][C:2]1[C:7]([O:8][CH2:9][CH:10]2[CH2:15][CH2:14][N:13]([C:16]([O:18][C:19]([CH3:22])([CH3:21])[CH3:20])=[O:17])[CH2:12][CH2:11]2)=[CH:6][C:5]([B:24]2[O:28][C:27]([CH3:30])([CH3:29])[C:26]([CH3:32])([CH3:31])[O:25]2)=[CH:4][N:3]=1. The yield is 0.480. (2) The reactants are Br[CH2:2][C:3]1[CH:4]=[C:5]([CH:11]=[CH:12][CH:13]=1)[C:6]([O:8][CH2:9][CH3:10])=[O:7].[Cl:14][C:15]1[CH:21]=[CH:20][CH:19]=[CH:18][C:16]=1[NH2:17].C(NC(C)C)(C)C. The catalyst is C(#N)C. The product is [Cl:14][C:15]1[CH:21]=[CH:20][CH:19]=[CH:18][C:16]=1[NH:17][CH2:2][C:3]1[CH:4]=[C:5]([CH:11]=[CH:12][CH:13]=1)[C:6]([O:8][CH2:9][CH3:10])=[O:7]. The yield is 0.770. (3) The reactants are [CH2:1]([S:8]([CH2:11][C:12](O)=O)(=[O:10])=[O:9])[C:2]1[CH:7]=[CH:6][CH:5]=[CH:4][CH:3]=1.[Cl:15][C:16]1[CH:23]=[CH:22][CH:21]=[CH:20][C:17]=1C=O. No catalyst specified. The product is [CH2:1]([S:8](/[CH:11]=[CH:12]/[C:17]1[CH:20]=[CH:21][CH:22]=[CH:23][C:16]=1[Cl:15])(=[O:10])=[O:9])[C:2]1[CH:7]=[CH:6][CH:5]=[CH:4][CH:3]=1. The yield is 0.720. (4) The reactants are [H-].[Na+].Cl.[NH2:4][C:5]([NH2:7])=[NH:6].[CH:8]([C:20](OCC)=O)([C:15](OCC)=O)[CH2:9][C:10]([O:12][CH2:13][CH3:14])=[O:11]. The catalyst is CCO. The product is [NH2:6][C:5]1[NH:7][CH2:15][CH:8]([CH2:9][C:10]([O:12][CH2:13][CH3:14])=[O:11])[CH2:20][N:4]=1. The yield is 0.360. (5) The reactants are C([NH:9][C:10](=[S:36])[NH:11][C:12]1[N:17]=[C:16]2[N:18]([CH2:30][CH3:31])[C:19]([C:21]([N:23]([CH:27]3[CH2:29][CH2:28]3)[CH:24]3[CH2:26][CH2:25]3)=[O:22])=[CH:20][C:15]2=[C:14]2[N:32]([CH3:35])[CH:33]=[N:34][C:13]=12)(=O)C1C=CC=CC=1.[OH-].[Na+]. The catalyst is CCO. The product is [CH:27]1([N:23]([CH:24]2[CH2:25][CH2:26]2)[C:21]([C:19]2[N:18]([CH2:30][CH3:31])[C:16]3=[N:17][C:12]([NH:11][C:10]([NH2:9])=[S:36])=[C:13]4[N:34]=[CH:33][N:32]([CH3:35])[C:14]4=[C:15]3[CH:20]=2)=[O:22])[CH2:28][CH2:29]1. The yield is 0.820. (6) The reactants are [Cl:1][C:2]1[CH:3]=[C:4]([C@@:8]2([OH:17])[O:13][CH2:12][C:11]([CH3:15])([CH3:14])[NH:10][C@@H:9]2[CH3:16])[CH:5]=[CH:6][CH:7]=1. The product is [ClH:1].[Cl:1][C:2]1[CH:3]=[C:4]([C@@:8]2([OH:17])[O:13][CH2:12][C:11]([CH3:14])([CH3:15])[NH:10][C@@H:9]2[CH3:16])[CH:5]=[CH:6][CH:7]=1. The catalyst is C(OCC)C. The yield is 0.900.